Predict the reactants needed to synthesize the given product. From a dataset of Full USPTO retrosynthesis dataset with 1.9M reactions from patents (1976-2016). (1) Given the product [CH2:9]([O:11][C:12]([C:14]1[CH:19]=[C:18]([C:2]2[CH:7]=[CH:6][CH:5]=[CH:4][C:3]=2[Br:8])[CH:17]=[CH:16][CH:15]=1)=[O:13])[CH3:10], predict the reactants needed to synthesize it. The reactants are: Br[C:2]1[CH:7]=[CH:6][CH:5]=[CH:4][C:3]=1[Br:8].[CH2:9]([O:11][C:12]([C:14]1[CH:15]=[C:16](B(O)O)[CH:17]=[CH:18][CH:19]=1)=[O:13])[CH3:10].C(=O)([O-])[O-].[K+].[K+]. (2) Given the product [C:2](=[O:3])([O:14][C:8]1[CH:13]=[CH:12][CH:11]=[CH:10][CH:9]=1)[O:4][CH:5]([F:7])[CH3:6], predict the reactants needed to synthesize it. The reactants are: F[C:2]([O:4][CH:5]([F:7])[CH3:6])=[O:3].[C:8]1([OH:14])[CH:13]=[CH:12][CH:11]=[CH:10][CH:9]=1.